Dataset: Experimentally validated miRNA-target interactions with 360,000+ pairs, plus equal number of negative samples. Task: Binary Classification. Given a miRNA mature sequence and a target amino acid sequence, predict their likelihood of interaction. The miRNA is hsa-miR-7158-3p with sequence CUGAACUAGAGAUUGGGCCCA. The protein sequence of the target gene is MRLGSGTFATCCVAIEVLGIAVFLRGFFPAPVRSSARAEHGAEPPAPEPSAGASSNWTTLPPPLFSKVVIVLIDALRDDFVFGSKGVKFMPYTTYLVEKGASHSFVAEAKPPTVTMPRIKALMTGSLPGFVDVIRNLNSPALLEDSVIRQAKAAGKRIVFYGDETWVKLFPKHFVEYDGTTSFFVSDYTEVDNNVTRHLDKVLKRGDWDILILHYLGLDHIGHISGPNSPLIGQKLSEMDSVLMKIHTSLQSKERETPLPNLLVLCGDHGMSETGSHGASSTEEVNTPLILISSAFERKP.... Result: 1 (interaction).